This data is from NCI-60 drug combinations with 297,098 pairs across 59 cell lines. The task is: Regression. Given two drug SMILES strings and cell line genomic features, predict the synergy score measuring deviation from expected non-interaction effect. Drug 1: C1=C(C(=O)NC(=O)N1)F. Drug 2: C1C(C(OC1N2C=C(C(=O)NC2=O)F)CO)O. Cell line: COLO 205. Synergy scores: CSS=62.3, Synergy_ZIP=-19.2, Synergy_Bliss=-18.1, Synergy_Loewe=1.66, Synergy_HSA=2.07.